Dataset: Forward reaction prediction with 1.9M reactions from USPTO patents (1976-2016). Task: Predict the product of the given reaction. (1) Given the reactants S(=O)(=O)(O)O.[OH:6][C:7]1[CH:12]=[CH:11][C:10]([C:13]2[CH:18]=[CH:17][C:16]([CH2:19][C:20]([OH:22])=[O:21])=[CH:15][CH:14]=2)=[CH:9][CH:8]=1.[CH3:23]O, predict the reaction product. The product is: [OH:6][C:7]1[CH:8]=[CH:9][C:10]([C:13]2[CH:18]=[CH:17][C:16]([CH2:19][C:20]([O:22][CH3:23])=[O:21])=[CH:15][CH:14]=2)=[CH:11][CH:12]=1. (2) Given the reactants [CH3:1][O:2][C:3]1[CH:30]=[CH:29][C:6]2[C:7]([C:15]([C:17]3[CH:22]=[C:21]([O:23][CH3:24])[C:20]([O:25][CH3:26])=[C:19]([O:27][CH3:28])[CH:18]=3)=[O:16])=[C:8]([C:10]3[CH:11]=[N:12][NH:13][CH:14]=3)[O:9][C:5]=2[CH:4]=1.[H-].[Na+].Cl.Cl[CH2:35][CH2:36][N:37]([CH3:39])[CH3:38], predict the reaction product. The product is: [CH3:38][N:37]([CH3:39])[CH2:36][CH2:35][N:13]1[CH:14]=[C:10]([C:8]2[O:9][C:5]3[CH:4]=[C:3]([O:2][CH3:1])[CH:30]=[CH:29][C:6]=3[C:7]=2[C:15]([C:17]2[CH:18]=[C:19]([O:27][CH3:28])[C:20]([O:25][CH3:26])=[C:21]([O:23][CH3:24])[CH:22]=2)=[O:16])[CH:11]=[N:12]1. (3) Given the reactants [C:1]([NH:4][CH2:5][CH2:6][C:7]1[CH:8]=[C:9]([C:17](OC)=[O:18])[C:10]2[C:15]([CH:16]=1)=[CH:14][CH:13]=[CH:12][CH:11]=2)(=[O:3])[CH3:2].[BH4-].[Li+], predict the reaction product. The product is: [OH:18][CH2:17][C:9]1[C:10]2[C:15](=[CH:14][CH:13]=[CH:12][CH:11]=2)[CH:16]=[C:7]([CH2:6][CH2:5][NH:4][C:1](=[O:3])[CH3:2])[CH:8]=1. (4) Given the reactants [CH3:1][C:2]1[CH:3]=[CH:4][C:5]([C:11]2[S:12][CH:13]=[CH:14][N:15]=2)=[C:6]([CH:10]=1)[C:7]([OH:9])=O.[CH3:16][C@@H:17]1[CH2:22][CH2:21][CH2:20][NH:19][C@@H:18]1[CH2:23][NH:24][C:25]1[CH:30]=[CH:29][C:28]([C:31]([F:34])([F:33])[F:32])=[CH:27][N:26]=1, predict the reaction product. The product is: [CH3:16][C@@H:17]1[CH2:22][CH2:21][CH2:20][N:19]([C:7]([C:6]2[CH:10]=[C:2]([CH3:1])[CH:3]=[CH:4][C:5]=2[C:11]2[S:12][CH:13]=[CH:14][N:15]=2)=[O:9])[C@@H:18]1[CH2:23][NH:24][C:25]1[CH:30]=[CH:29][C:28]([C:31]([F:34])([F:32])[F:33])=[CH:27][N:26]=1. (5) Given the reactants [NH2:1][C:2]1[C:7]([C:8]([F:11])([F:10])[F:9])=[CH:6][CH:5]=[CH:4][C:3]=1[C:12]([C:14]1[CH:19]=[CH:18][CH:17]=[C:16]([OH:20])[CH:15]=1)=O.[CH3:21][O:22][C:23]1[CH:24]=[C:25]([CH2:29][CH:30]=O)[CH:26]=[CH:27][CH:28]=1, predict the reaction product. The product is: [CH3:21][O:22][C:23]1[CH:24]=[C:25]([C:29]2[CH:30]=[N:1][C:2]3[C:3]([C:12]=2[C:14]2[CH:15]=[C:16]([OH:20])[CH:17]=[CH:18][CH:19]=2)=[CH:4][CH:5]=[CH:6][C:7]=3[C:8]([F:11])([F:10])[F:9])[CH:26]=[CH:27][CH:28]=1. (6) Given the reactants [CH3:1][C@@H:2]1[CH2:7][CH2:6][NH:5][CH2:4][C@@H:3]1[N:8]1[C:12]2=[C:13]3[CH:19]=[CH:18][NH:17][C:14]3=[N:15][CH:16]=[C:11]2[NH:10][C:9]1=[O:20].[Cl:21][C:22]1[N:27]=[C:26](Cl)[CH:25]=[CH:24][N:23]=1.C(N(CC)CC)C.O, predict the reaction product. The product is: [Cl:21][C:22]1[N:27]=[C:26]([N:5]2[CH2:6][CH2:7][C@@H:2]([CH3:1])[C@@H:3]([N:8]3[C:12]4=[C:13]5[CH:19]=[CH:18][NH:17][C:14]5=[N:15][CH:16]=[C:11]4[NH:10][C:9]3=[O:20])[CH2:4]2)[CH:25]=[CH:24][N:23]=1. (7) Given the reactants ClC1C(Cl)=CC=CC=1N1[CH2:14][CH2:13][N:12]([CH2:15][CH2:16][CH2:17][CH2:18][O:19][C:20]2[CH:29]=[CH:28][C:27]3[C:22](=[C:23]([OH:30])[CH:24]=[CH:25][CH:26]=3)[N:21]=2)[CH2:11][CH2:10]1.[S:31]1C2CNCC[C:34]=2[CH:33]=[CH:32]1, predict the reaction product. The product is: [S:31]1[C:14]2[CH2:13][N:12]([CH2:15][CH2:16][CH2:17][CH2:18][O:19][C:20]3[CH:29]=[CH:28][C:27]4[C:22](=[C:23]([OH:30])[CH:24]=[CH:25][CH:26]=4)[N:21]=3)[CH2:11][CH2:10][C:34]=2[CH:33]=[CH:32]1.